From a dataset of Catalyst prediction with 721,799 reactions and 888 catalyst types from USPTO. Predict which catalyst facilitates the given reaction. (1) Reactant: Cl[C:2]1[N:10]=[C:9](Cl)[CH:8]=[CH:7][C:3]=1[C:4]([NH2:6])=[O:5].[O:12]([C:19]1[CH:24]=[CH:23][C:22]([OH:25])=[CH:21][CH:20]=1)[C:13]1[CH:18]=[CH:17][CH:16]=[CH:15][CH:14]=1.[CH:26]12[CH2:39][CH:30]([N:31]1[C:32]([O:34]C(C)(C)C)=[O:33])[CH2:29][NH:28][CH2:27]2.[C:40]([OH:44])(=O)[CH:41]=[CH2:42]. Product: [CH:32]([OH:34])=[O:33].[C:40]([N:31]1[CH:26]2[CH2:39][CH:30]1[CH2:29][N:28]([C:9]1[CH:8]=[CH:7][C:3]([C:4]([NH2:6])=[O:5])=[C:2]([O:25][C:22]3[CH:21]=[CH:20][C:19]([O:12][C:13]4[CH:18]=[CH:17][CH:16]=[CH:15][CH:14]=4)=[CH:24][CH:23]=3)[N:10]=1)[CH2:27]2)(=[O:44])[CH:41]=[CH2:42]. The catalyst class is: 6. (2) Reactant: [Br:1][CH2:2][C:3]([O:5][C:6]([CH3:9])([CH3:8])[CH3:7])=[O:4].[S:10]1[CH2:14][CH2:13][CH2:12][CH2:11]1. Product: [Br-:1].[C:6]([O:5][C:3](=[O:4])[CH2:2][S+:10]1[CH2:14][CH2:13][CH2:12][CH2:11]1)([CH3:9])([CH3:8])[CH3:7]. The catalyst class is: 21. (3) Reactant: [CH2:1]([C:4]1[C:13]([O:14][CH3:15])=[C:12]([O:16][CH3:17])[CH:11]=[C:10]2[C:5]=1[C:6]([NH:18][C:19]1[CH:24]=[CH:23][C:22]([Cl:25])=[CH:21][CH:20]=1)=[N:7][CH:8]=[N:9]2)[CH:2]=C.[O:26]=[O+][O-]. Product: [CH3:15][O:14][C:13]1[C:12]([O:16][CH3:17])=[CH:11][C:10]2=[C:5]3[C:4]=1[CH2:1][CH:2]([OH:26])[N:18]([C:19]1[CH:24]=[CH:23][C:22]([Cl:25])=[CH:21][CH:20]=1)[C:6]3=[N:7][CH:8]=[N:9]2. The catalyst class is: 5. (4) Product: [CH3:1][S:2]([C:5]1[CH:6]=[C:7]([N:11]2[CH2:16][CH2:15][N:14]([CH2:24][CH2:25][CH3:26])[CH2:13][CH2:12]2)[CH:8]=[CH:9][CH:10]=1)(=[O:3])=[O:4]. The catalyst class is: 23. Reactant: [CH3:1][S:2]([C:5]1[CH:6]=[C:7]([N:11]2[CH2:16][CH2:15][NH:14][CH2:13][CH2:12]2)[CH:8]=[CH:9][CH:10]=1)(=[O:4])=[O:3].C([O-])([O-])=O.[K+].[K+].I[CH2:24][CH2:25][CH3:26]. (5) Reactant: [CH3:1][O:2][CH:3]1[C@@H:8]([OH:9])[C@@H:7]([OH:10])[CH:6]([OH:11])[C@H:5]([OH:12])[C@H:4]1[OH:13]. Product: [CH3:1][O:2][C@@H:3]1[C@@H:4]([OH:13])[C@@H:5]([OH:12])[C@H:6]([OH:11])[C@H:7]([OH:10])[C@H:8]1[OH:9]. The catalyst class is: 5.